The task is: Regression. Given a target protein amino acid sequence and a drug SMILES string, predict the binding affinity score between them. We predict pIC50 (pIC50 = -log10(IC50 in M); higher means more potent). Dataset: bindingdb_ic50.. This data is from Drug-target binding data from BindingDB using IC50 measurements. (1) The compound is CC[C@H](C)[C@@H]1NC(=O)[C@H](CCCN=C(N)N)NC(=O)[C@H](CC(=O)O)NC(=O)[C@H]([C@@H](C)CC)NC(=O)[C@H](CCCN=C(N)N)NC(=O)CNC(=O)CNC(=O)[C@H](Cc2ccccc2)NC(=O)CCSSC[C@@H](C(=O)N[C@@H](CC(N)=O)C(=O)N[C@@H](CO)C(=O)N[C@@H](Cc2ccccc2)C(=O)N[C@@H](CCCN=C(N)N)C(=O)N[C@@H](Cc2ccc(O)cc2)C(=O)O)NC(=O)CNC(=O)[C@H](CC(C)C)NC(=O)CNC(=O)[C@H](CO)NC(=O)[C@H](CCC(N)=O)NC(=O)[C@H](C)NC(=O)CNC1=O. The target protein (P46197) has sequence MALPSLLLVVAALAGGVRPPGARNLTLAVVLPEHNLSYAWAWPRVGPAVALAMEALGRALPVDLRFVSSELDGACSEYLAPLRAVDLKLYHDPDLLLGPGCVYPAASVARFASHWRLPLLTAGAVASGFSAKSEHYRTLVRTGPSAPKLGEFVVMLHGHFNWTARAALLYLDARTDDRPHYFTIEGVFEALQGSNLSVQHQVYAREPGGPEQATHFIRANGRIVYICGPLEMLHEILLQAQRENLTNGDYVFFYLDVFGESLRAGPTRSMGRPWQDNRTREQAQALREAFQTVLVITYREPPNPEYQEFQNRLLIRAREDFGVELAPSLMNLIAGCFYDGILLYAEVLNETIQEGGTREDGLRIVEKMQGRRYRGVTGLVVMDKNNDRETDFVLWAMGDLVSGDFQPAAHYSGAEKQIWWTGRPIPWVKGVPPLDNPPCAFDMDDPSCDKTPLSTLAIVALGTGITFIMFGVSSFLIFRKLMLEKELASMLWRIRWEELQ.... The pIC50 is 9.0. (2) The drug is CCOC(=O)Nc1ccc2c(c1)N(C(=O)CN)c1ccccc1CC2. The target protein (Q14994) has sequence MASREDELRNCVVCGDQATGYHFNALTCEGCKGFFRRTVSKSIGPTCPFAGSCEVSKTQRRHCPACRLQKCLDAGMRKDMILSAEALALRRAKQAQRRAQQTPVQLSKEQEELIRTLLGAHTRHMGTMFEQFVQFRPPAHLFIHHQPLPTLAPVLPLVTHFADINTFMVLQVIKFTKDLPVFRSLPIEDQISLLKGAAVEICHIVLNTTFCLQTQNFLCGPLRYTIEDGARVSPTVGFQVEFLELLFHFHGTLRKLQLQEPEYVLLAAMALFSPDRPGVTQRDEIDQLQEEMALTLQSYIKGQQRRPRDRFLYAKLLGLLAELRSINEAYGYQIQHIQGLSAMMPLLQEICS. The pIC50 is 4.2. (3) The compound is O=C1c2ccccc2C(=O)N1c1ccc(S(=O)(=O)Nc2ccc(Cl)cc2)cc1. The target protein (P14340) has sequence MNNQRKKARNTPFNMLKRERNRVSTVQQLTKRFSLGMLQGRGPLKLFMALVAFLRFLTIPPTAGILKRWGTIKKSKAINVLRGFRKEIGRMLNILNRRRRTAGMIIMLIPTVMAFHLTTRNGEPHMIVSRQEKGKSLLFKTEDGVNMCTLMAMDLGELCEDTITYKCPFLKQNEPEDIDCWCNSTSTWVTYGTCTTTGEHRREKRSVALVPHVGMGLETRTETWMSSEGAWKHAQRIETWILRHPGFTIMAAILAYTIGTTHFQRALIFILLTAVAPSMTMRCIGISNRDFVEGVSGGSWVDIVLEHGSCVTTMAKNKPTLDFELIETEAKQPATLRKYCIEAKLTNTTTDSRCPTQGEPSLNEEQDKRFVCKHSMVDRGWGNGCGLFGKGGIVTCAMFTCKKNMKGKVVQPENLEYTIVITPHSGEEHAVGNDTGKHGKEIKITPQSSITEAELTGYGTVTMECSPRTGLDFNEMVLLQMENKAWLVHRQWFLDLPLPW.... The pIC50 is 4.0. (4) The drug is O[C@H]1CNC[C@H]1O. The target protein sequence is LLLLGFALANTNAARTDPPVVCATLNRTNFDTLFPGFTFGTATASYQLEGAANIDGRGPSIWDAFTHNHPEKITDGSNGDVAIDQYHRYKEDVAIMKDMGLDAYRFSISWSRLLPNGTLSGGINKKGIEYYNNLTNELIRNGIEPLVTLFHWDVPQALEEEYGGVLSPRIVYDFKAYAELCYKEFGDRVKHWTTLNEPYTISNHGYTIGIHAPGRCSSWYDPTCLGGDSGTEPYLVTHNLLLAHAAAVKLYREKYQASQEGVIGITVVSHWFEPASESQKDINASVRALDFMYGWFMDPLTRGDYPQSMRSLVKERLPNFTEEQSKSLIGSYDYIGVNYYSARYASAYPEDYSIPTPPSYLTDAYVNVTTELNGVPIGPQAASDWLYVYPKGLYDLVLYTKNKYNDPIMYITENGMDEFNNPKISLEQALNDSNRIDYCYRHLCYLQEAIIEGANVQGYFAWSLLDNFEWSEGYTVRFGINYVDYDNGLKRHSKLSTHWF.... The pIC50 is 3.2. (5) The drug is CC(C)N(c1cc(-c2ccccc2)sc1C(=O)O)C(=O)[C@H]1CC[C@H](C)CC1. The target protein sequence is SMSYTWTGALITPCAAEESKLPINALSNSLLRHHNMVYATTSRSAGLRQKKVTFDRLQVLDDHYRDVLKEMKAKASTVKAKLLSVEEACKLTPPHSAKSKFGYGAKDVRNLSSKAVNHIHSVWKDLLEDTVTPIDTTIMAKNEVFCVQPEKGGRKPARLIVFPDLGVRVCEKMALYDVVSTLPQVVMGSSYGFQYSPGQRVEFLVNTWKSKKNPMGFSYDTRCFDSTVTENDIRVEESIYQCCDLAPEARQAIKSLTERLYIGGPLTNSKGQNCGYRRCRASGVLTTSCGNTLTCYLKASAACRAAKLQDCTMLVNGDDLVVICESAGTQEDAASLRVFTEAMTRYSAPPGDPPQPEYDLELITSCSSNVSVAHDASGKRVYYLTRDPTTPLARAAWETARHTPVNSWLGNIITYAPTLWARMILMTHFFSILLAQEQLEKALDCQIYGACYSIEPLDLPQIIERLHGLSAFSLHSYSPGEINRVASCLRKLGVPPLRVW.... The pIC50 is 7.8. (6) The compound is O=S(=O)(CC(F)(F)F)Nc1ccc(F)c(Nc2ncccc2-c2ncnc3[nH]cnc23)c1F. The target is CKENALLRYLLDKDD. The pIC50 is 7.0. (7) The small molecule is C1Cc2[nH]nc(-c3nnn[nH]3)c2C1. The target protein (Q9EP66) has sequence MSKSDHFLVINGKNCCVFRDENIAKVLPPVLGLEFVFGLLGNGLALWIFCFHLKSWKSSRIFLFNLAVADFLLIICLPFLTDNYVHNWDWRFGGIPCRVMLFMLAMNRQGSIIFLTVVAVDRYFRVVHPHHFLNKISNRTAAIISCFLWGLTIGLTVHLLYTNMMTKNGEAYLCSSFSICYNFRWHDAMFLLEFFLPLAIILFCSGRIIWSLRQRQMDRHAKIKRAINFIMVVAIVFIICFLPSVAVRIRIFWLLYKYNVRNCDIYSSVDLAFFTTLSFTYMNSMLDPVVYYFSSPSFPNFFSTCINRCLRKKTLGEPDNNRSTSVELTGDPSTTRSIPGALMADPSEPGSPPYLASTSR. The pIC50 is 5.9. (8) The compound is CSCc1ccc(CN2C(=O)N(CCCn3ccnc3)C(=O)C2(C)c2cccc3ccccc23)cc1. The target protein (P49356) has sequence MASPSSFTYYCPPSSSPVWSEPLYSLRPEHARERLQDDSVETVTSIEQAKVEEKIQEVFSSYKFNHLVPRLVLQREKHFHYLKRGLRQLTDAYECLDASRPWLCYWILHSLELLDEPIPQIVATDVCQFLELCQSPEGGFGGGPGQYPHLAPTYAAVNALCIIGTEEAYDIINREKLLQYLYSLKQPDGSFLMHVGGEVDVRSAYCAASVASLTNIITPDLFEGTAEWIARCQNWEGGIGGVPGMEAHGGYTFCGLAALVILKRERSLNLKSLLQWVTSRQMRFEGGFQGRCNKLVDGCYSFWQAGLLPLLHRALHAQGDPALSMSHWMFHQQALQEYILMCCQCPAGGLLDKPGKSRDFYHTCYCLSGLSIAQHFGSGAMLHDVVLGVPENALQPTHPVYNIGPDKVIQATTYFLQKPVPGFEELKDETSAEPATD. The pIC50 is 9.5. (9) The target protein (P50579) has sequence MAGVEEVAASGSHLNGDLDPDDREEGAASTAEEAAKKKRRKKKKSKGPSAAGEQEPDKESGASVDEVARQLERSALEDKERDEDDEDGDGDGDGATGKKKKKKKKKRGPKVQTDPPSVPICDLYPNGVFPKGQECEYPPTQDGRTAAWRTTSEEKKALDQASEEIWNDFREAAEAHRQVRKYVMSWIKPGMTMIEICEKLEDCSRKLIKENGLNAGLAFPTGCSLNNCAAHYTPNAGDTTVLQYDDICKIDFGTHISGRIIDCAFTVTFNPKYDTLLKAVKDATNTGIKCAGIDVRLCDVGEAIQEVMESYEVEIDGKTYQVKPIRNLNGHSIGQYRIHAGKTVPIVKGGEATRMEEGEVYAIETFGSTGKGVVHDDMECSHYMKNFDVGHVPIRLPRTKHLLNVINENFGTLAFCRRWLDRLGESKYLMALKNLCDLGIVDPYPPLCDIKGSYTAQFEHTILLRPTCKEVVSRGDDY. The drug is N[C@H](CC1CCCCC1)[C@H](O)C(=O)NOc1ccccc1. The pIC50 is 6.7.